Dataset: Full USPTO retrosynthesis dataset with 1.9M reactions from patents (1976-2016). Task: Predict the reactants needed to synthesize the given product. (1) Given the product [F:18][C:19]([F:32])([F:31])[S:20]([O:10][C:7]1[CH:6]=[N:5][C:4]([CH:1]2[CH2:3][CH2:2]2)=[N:9][CH:8]=1)(=[O:22])=[O:21], predict the reactants needed to synthesize it. The reactants are: [CH:1]1([C:4]2[N:9]=[CH:8][C:7]([OH:10])=[CH:6][N:5]=2)[CH2:3][CH2:2]1.C(N(CC)CC)C.[F:18][C:19]([F:32])([F:31])[S:20](O[S:20]([C:19]([F:32])([F:31])[F:18])(=[O:22])=[O:21])(=[O:22])=[O:21]. (2) Given the product [Cl:18][C:13]1[CH:14]=[CH:15][CH:16]=[CH:17][C:12]=1[S:9]([N:8]([CH2:19][CH:20]([CH3:22])[CH3:21])[CH2:7][C:4]1[S:5][CH:6]=[C:2]([C:31]2[CH:30]=[CH:29][CH:28]=[C:27]([S:24]([CH3:23])(=[O:26])=[O:25])[CH:32]=2)[CH:3]=1)(=[O:11])=[O:10], predict the reactants needed to synthesize it. The reactants are: Br[C:2]1[CH:3]=[C:4]([CH2:7][N:8]([CH2:19][CH:20]([CH3:22])[CH3:21])[S:9]([C:12]2[CH:17]=[CH:16][CH:15]=[CH:14][C:13]=2[Cl:18])(=[O:11])=[O:10])[S:5][CH:6]=1.[CH3:23][S:24]([C:27]1[CH:28]=[C:29](B(O)O)[CH:30]=[CH:31][CH:32]=1)(=[O:26])=[O:25].C([O-])([O-])=O.[Na+].[Na+]. (3) The reactants are: C([O:5][C:6]([N:8]1[CH2:12][CH2:11][CH2:10][C@H:9]1[C:13]1[NH:14][C:15]([C:18]2[CH:52]=[CH:51][C:21]3[C:22]4[CH:32]=[CH:31][C:30]([C:33]5[NH:37][C:36]([C@@H:38]6[CH2:42][CH2:41][CH2:40][N:39]6[C:43]([O:45]C(C)(C)C)=O)=[N:35][C:34]=5[Cl:50])=[CH:29][C:23]=4[O:24][CH2:25][CH2:26][CH2:27][O:28][C:20]=3[CH:19]=2)=[CH:16][N:17]=1)=O)(C)(C)C.FC(F)(F)[C:55]([OH:57])=[O:56].C(N([CH:66]([CH3:68])[CH3:67])CC)(C)C.O.[N:70]1(O)[C:74]2C=CC=CC=2N=N1.[CH3:80]CN=C=NCCCN(C)C.Cl.[CH3:92][O:93][C:94]([NH:96][C@@H:97]([CH:101]([CH3:103])[CH3:102])C(O)=O)=[O:95]. Given the product [CH3:80][O:57][C:55]([NH:70][C@@H:74]([CH:66]([CH3:67])[CH3:68])[C:6]([N:8]1[CH2:12][CH2:11][CH2:10][C@H:9]1[C:13]1[NH:14][C:15]([C:18]2[CH:52]=[CH:51][C:21]3[C:22]4[CH:32]=[CH:31][C:30]([C:33]5[NH:37][C:36]([C@@H:38]6[CH2:42][CH2:41][CH2:40][N:39]6[C:43](=[O:45])[C@@H:97]([NH:96][C:94](=[O:95])[O:93][CH3:92])[CH:101]([CH3:103])[CH3:102])=[N:35][C:34]=5[Cl:50])=[CH:29][C:23]=4[O:24][CH2:25][CH2:26][CH2:27][O:28][C:20]=3[CH:19]=2)=[CH:16][N:17]=1)=[O:5])=[O:56], predict the reactants needed to synthesize it. (4) The reactants are: [C:1]([O:4][C:5]1[CH:10]=[CH:9][C:8]([CH3:11])=[C:7]([C:12]([F:15])([F:14])[F:13])[CH:6]=1)(=[O:3])[CH3:2].[Br:16]N1C(=O)CCC1=O.O. Given the product [C:1]([O:4][C:5]1[CH:10]=[CH:9][C:8]([CH2:11][Br:16])=[C:7]([C:12]([F:13])([F:14])[F:15])[CH:6]=1)(=[O:3])[CH3:2], predict the reactants needed to synthesize it. (5) Given the product [NH2:1][C:2]1[CH:3]=[C:4]([CH:8]=[C:9]([C:12]2[CH2:16][CH2:15][CH2:14][CH:13]=2)[CH:10]=1)[C:5]([OH:7])=[O:6], predict the reactants needed to synthesize it. The reactants are: [NH2:1][C:2]1[CH:3]=[C:4]([CH:8]=[C:9](Br)[CH:10]=1)[C:5]([OH:7])=[O:6].[C:12]1(B(O)O)[CH2:16][CH2:15][CH2:14][CH:13]=1.C(=O)([O-])[O-].[K+].[K+].O. (6) Given the product [CH3:12][O:16][C:17](=[O:45])[NH:18][C@H:19]([C:20]([N:22]1[CH2:26][CH2:25][CH2:24][C@H:23]1[C:27](=[O:38])[NH:28][C:29]1[N:30]=[C:31]2[N:35]([CH:36]=1)[CH:34]=[C:33]([Br:37])[S:32]2)=[O:21])[CH:39]([CH3:44])[CH3:40], predict the reactants needed to synthesize it. The reactants are: Cl.BrC1SC2=NC(N)=CN2C=1.[C:12]([O:16][C:17](=[O:45])[NH:18][C@@H:19]([C:39]1[CH:44]=CC=C[CH:40]=1)[C:20]([N:22]1[CH2:26][CH2:25][CH2:24][C@@H:23]1[C:27](=[O:38])[NH:28][C:29]1[N:30]=[C:31]2[N:35]([CH:36]=1)[CH:34]=[C:33]([Br:37])[S:32]2)=[O:21])(C)(C)C. (7) Given the product [CH3:1][S:2]([NH:5][CH2:6][C:7]1[CH:12]=[CH:11][C:10]([CH:13]([CH3:19])[C:14]([OH:16])=[O:15])=[CH:9][CH:8]=1)(=[O:4])=[O:3], predict the reactants needed to synthesize it. The reactants are: [CH3:1][S:2]([NH:5][CH2:6][C:7]1[CH:12]=[CH:11][C:10]([CH:13]([CH3:19])[C:14]([O:16]CC)=[O:15])=[CH:9][CH:8]=1)(=[O:4])=[O:3].O1CCCC1.O.[OH-].[Na+].